The task is: Predict the reactants needed to synthesize the given product.. This data is from Full USPTO retrosynthesis dataset with 1.9M reactions from patents (1976-2016). Given the product [CH3:12][O:13][C:14](=[O:20])[CH:15]([N:9]1[CH2:10][C@H:6]([CH2:3][CH2:4][CH3:5])[CH2:7][C:8]1=[O:11])[CH2:16][CH3:17], predict the reactants needed to synthesize it. The reactants are: [H-].[Na+].[CH2:3]([C@H:6]1[CH2:10][NH:9][C:8](=[O:11])[CH2:7]1)[CH2:4][CH3:5].[CH3:12][O:13][C:14](=[O:20])[C:15](C)(Br)[CH2:16][CH3:17].